From a dataset of NCI-60 drug combinations with 297,098 pairs across 59 cell lines. Regression. Given two drug SMILES strings and cell line genomic features, predict the synergy score measuring deviation from expected non-interaction effect. (1) Drug 1: CCC1=C2CN3C(=CC4=C(C3=O)COC(=O)C4(CC)O)C2=NC5=C1C=C(C=C5)O. Drug 2: C1=NNC2=C1C(=O)NC=N2. Cell line: SF-295. Synergy scores: CSS=9.37, Synergy_ZIP=-3.96, Synergy_Bliss=-1.73, Synergy_Loewe=-37.1, Synergy_HSA=-1.55. (2) Drug 1: C1=NC2=C(N=C(N=C2N1C3C(C(C(O3)CO)O)O)F)N. Drug 2: C(=O)(N)NO. Cell line: T-47D. Synergy scores: CSS=-3.76, Synergy_ZIP=4.93, Synergy_Bliss=6.77, Synergy_Loewe=2.63, Synergy_HSA=0.0111.